This data is from Full USPTO retrosynthesis dataset with 1.9M reactions from patents (1976-2016). The task is: Predict the reactants needed to synthesize the given product. (1) Given the product [CH3:20][O:19][C:16]1[CH:17]=[C:18]2[C:13](=[CH:14][C:15]=1[O:21][CH3:22])[N:12]=[CH:11][CH:10]=[C:9]2[O:8][C:7]1[C:2]([C:29]2[CH:30]=[C:25]([CH3:24])[CH:26]=[CH:27][CH:28]=2)=[N:3][C:4]([CH3:23])=[CH:5][CH:6]=1, predict the reactants needed to synthesize it. The reactants are: I[C:2]1[C:7]([O:8][C:9]2[C:18]3[C:13](=[CH:14][C:15]([O:21][CH3:22])=[C:16]([O:19][CH3:20])[CH:17]=3)[N:12]=[CH:11][CH:10]=2)=[CH:6][CH:5]=[C:4]([CH3:23])[N:3]=1.[CH3:24][C:25]1[CH:26]=[C:27](B(O)O)[CH:28]=[CH:29][CH:30]=1.C(=O)([O-])O.[Na+]. (2) Given the product [OH:5][CH:3]([C:2]([CH3:7])([CH3:6])[CH3:1])[CH2:4][O:8][N:9]1[C:13](=[O:14])[C:12]2[C:11](=[CH:18][CH:17]=[CH:16][CH:15]=2)[C:10]1=[O:19], predict the reactants needed to synthesize it. The reactants are: [CH3:1][C:2]([CH3:7])([CH3:6])[CH:3]1[O:5][CH2:4]1.[OH:8][N:9]1[C:13](=[O:14])[C:12]2=[CH:15][CH:16]=[CH:17][CH:18]=[C:11]2[C:10]1=[O:19].C(N(CC)CC)C. (3) Given the product [OH:14][N:13]=[C:7]([C:8]#[N:9])[C:4]1[CH:5]=[CH:6][C:1]([CH3:10])=[CH:2][CH:3]=1, predict the reactants needed to synthesize it. The reactants are: [C:1]1([CH3:10])[CH:6]=[CH:5][C:4]([CH2:7][C:8]#[N:9])=[CH:3][CH:2]=1.[OH-].[Na+].[N:13](OC)=[O:14].OS(O)(=O)=O.N([O-])=O.[Na+]. (4) Given the product [Cl:27][C:28]1[CH:33]=[CH:32][C:31]([CH:34]2[C:42]3[C:37](=[CH:38][CH:39]=[CH:40][CH:41]=3)[N:36]([CH2:43][C:44]([O:46][CH3:47])=[O:45])[C:35]2=[O:48])=[C:30]([OH:50])[CH:29]=1, predict the reactants needed to synthesize it. The reactants are: C1(CCN2C3C(=CC=CC=3)C(O)(C3C(O)=CC4OCOC=4C=3)C2=O)CC1.[Cl:27][C:28]1[CH:33]=[CH:32][C:31]([C:34]2(O)[C:42]3[C:37](=[CH:38][CH:39]=[CH:40][CH:41]=3)[N:36]([CH2:43][C:44]([O:46][CH3:47])=[O:45])[C:35]2=[O:48])=[C:30]([OH:50])[CH:29]=1. (5) The reactants are: [Br:1][C:2]1[CH:7]=[CH:6][C:5]([C@@H:8]([NH:10][CH2:11][CH2:12][C:13](=[N:21][S@@:22]([C:24]([CH3:27])([CH3:26])[CH3:25])=[O:23])[C:14]2[CH:19]=[CH:18][C:17]([F:20])=[CH:16][CH:15]=2)[CH3:9])=[CH:4][CH:3]=1.[CH2:28]([Mg]Br)[CH:29]=[CH2:30]. Given the product [Br:1][C:2]1[CH:7]=[CH:6][C:5]([C@@H:8]([NH:10][CH2:11][CH2:12][C@@:13]([NH:21][S@@:22]([C:24]([CH3:26])([CH3:25])[CH3:27])=[O:23])([C:14]2[CH:15]=[CH:16][C:17]([F:20])=[CH:18][CH:19]=2)[CH2:30][CH:29]=[CH2:28])[CH3:9])=[CH:4][CH:3]=1, predict the reactants needed to synthesize it. (6) Given the product [CH3:27][N:28]([CH3:33])[CH2:29][C:30]([CH:20]1[NH:19][CH2:18][C:16]2=[C:15]3[C:11](=[C:10]([C:22]([F:25])([F:24])[F:23])[C:9]([CH2:1][CH2:2][C:3]4[CH:4]=[CH:5][CH:6]=[CH:7][CH:8]=4)=[CH:17]2)[CH:12]=[CH:13][N:14]3[CH2:21]1)=[O:31], predict the reactants needed to synthesize it. The reactants are: [CH2:1]([C:9]1[C:10]([C:22]([F:25])([F:24])[F:23])=[C:11]2[C:15]3=[C:16]([CH2:18][NH:19][CH2:20][CH2:21][N:14]3[CH:13]=[CH:12]2)[CH:17]=1)[CH2:2][C:3]1[CH:8]=[CH:7][CH:6]=[CH:5][CH:4]=1.Cl.[CH3:27][N:28]([CH3:33])[CH2:29][C:30](O)=[O:31].C(N(CC)CC)C.F[P-](F)(F)(F)(F)F.N1(OC(N(C)C)=[N+](C)C)C2N=CC=CC=2N=N1.